This data is from Full USPTO retrosynthesis dataset with 1.9M reactions from patents (1976-2016). The task is: Predict the reactants needed to synthesize the given product. (1) Given the product [Cl:22][CH:24]([CH2:25][C:18]1[CH:19]=[CH:20][C:15]([CH2:14][CH2:13][O:12][C:9]2[CH:10]=[CH:11][C:6]([O:5][S:2]([CH3:1])(=[O:4])=[O:3])=[CH:7][CH:8]=2)=[CH:16][CH:17]=1)[C:23]([O-:27])=[O:26].[NH4+:21], predict the reactants needed to synthesize it. The reactants are: [CH3:1][S:2]([O:5][C:6]1[CH:11]=[CH:10][C:9]([O:12][CH2:13][CH2:14][C:15]2[CH:20]=[CH:19][C:18]([NH2:21])=[CH:17][CH:16]=2)=[CH:8][CH:7]=1)(=[O:4])=[O:3].[ClH:22].[C:23]([OH:27])(=[O:26])[CH:24]=[CH2:25].N([O-])=O.[Na+].C(=O)=O. (2) Given the product [OH:34][NH:33][CH:10]([CH2:9][CH2:8][CH2:7][C:2]1[N:1]=[CH:6][CH:5]=[CH:4][N:3]=1)[CH2:11][S:12]([N:15]1[CH2:20][CH2:19][N:18]([C:21]2[N:22]=[CH:23][C:24]([O:27][CH2:28][C:29]([F:30])([F:31])[F:32])=[CH:25][N:26]=2)[CH2:17][CH2:16]1)(=[O:14])=[O:13], predict the reactants needed to synthesize it. The reactants are: [N:1]1[CH:6]=[CH:5][CH:4]=[N:3][C:2]=1[CH2:7][CH2:8][CH2:9]/[CH:10]=[CH:11]/[S:12]([N:15]1[CH2:20][CH2:19][N:18]([C:21]2[N:26]=[CH:25][C:24]([O:27][CH2:28][C:29]([F:32])([F:31])[F:30])=[CH:23][N:22]=2)[CH2:17][CH2:16]1)(=[O:14])=[O:13].[NH2:33][OH:34].[NH4+].[Cl-]. (3) The reactants are: [NH2:1][C:2]1[C:7]([C:8]([C:10]2[CH:15]=[C:14]([F:16])[CH:13]=[CH:12][C:11]=2[O:17][CH3:18])=[O:9])=[CH:6][CH:5]=[C:4](Cl)[N:3]=1.[CH3:20][S:21]([N:24]1[CH2:29][CH2:28][CH:27]([NH2:30])[CH2:26][CH2:25]1)(=[O:23])=[O:22]. Given the product [NH2:1][C:2]1[C:7]([C:8]([C:10]2[CH:15]=[C:14]([F:16])[CH:13]=[CH:12][C:11]=2[O:17][CH3:18])=[O:9])=[CH:6][CH:5]=[C:4]([NH:30][CH:27]2[CH2:28][CH2:29][N:24]([S:21]([CH3:20])(=[O:23])=[O:22])[CH2:25][CH2:26]2)[N:3]=1, predict the reactants needed to synthesize it.